The task is: Predict the reaction yield, written as a fraction of the theoretical maximum amount of product (1.0 means a 100% yield; for example, 0.34 means a 34% yield).. This data is from Reaction yield outcomes from USPTO patents with 853,638 reactions. (1) The reactants are C(OC([N:8]1[CH2:13][CH2:12][N:11]([C:14](=[O:46])[CH2:15][CH2:16][CH:17]2[CH2:24][N:23]3[C:25]4[CH:26]=[C:27]([C:38]([O:40][CH3:41])=[O:39])[CH:28]=[CH:29][C:30]=4[C:31]([CH:32]4[CH2:37][CH2:36][CH2:35][CH2:34][CH2:33]4)=[C:22]3[C:21]3[CH:42]=[CH:43][CH:44]=[CH:45][C:20]=3[O:19][CH2:18]2)[CH2:10][CH2:9]1)=O)(C)(C)C.C(O)(C(F)(F)F)=O. The catalyst is C(Cl)Cl. The product is [CH:32]1([C:31]2[C:30]3[CH:29]=[CH:28][C:27]([C:38]([O:40][CH3:41])=[O:39])=[CH:26][C:25]=3[N:23]3[C:22]=2[C:21]2[CH:42]=[CH:43][CH:44]=[CH:45][C:20]=2[O:19][CH2:18][CH:17]([CH2:16][CH2:15][C:14](=[O:46])[N:11]2[CH2:12][CH2:13][NH:8][CH2:9][CH2:10]2)[CH2:24]3)[CH2:33][CH2:34][CH2:35][CH2:36][CH2:37]1. The yield is 1.00. (2) The yield is 0.620. The reactants are O=C1C2C(=CC=CC=2)C(=O)[N:3]1[O:12][CH:13]1[CH2:18][N:17]([C:19]([O:21][C:22]([CH3:25])([CH3:24])[CH3:23])=[O:20])[CH2:16][C:15]2[N:26]([CH3:29])[N:27]=[CH:28][C:14]1=2.C(Cl)Cl.O.NN. The product is [NH2:3][O:12][CH:13]1[CH2:18][N:17]([C:19]([O:21][C:22]([CH3:23])([CH3:24])[CH3:25])=[O:20])[CH2:16][C:15]2[N:26]([CH3:29])[N:27]=[CH:28][C:14]1=2. The catalyst is C(O)C. (3) The reactants are Br[CH2:2][C:3]1[CH:8]=[CH:7][C:6]([C:9]#[N:10])=[CH:5][CH:4]=1.[C:11]1([C:17]2[CH:22]=[CH:21][C:20]([OH:23])=[CH:19][CH:18]=2)[CH:16]=[CH:15][CH:14]=[CH:13][CH:12]=1.C(=O)([O-])[O-].[K+].[K+].O. The catalyst is CN(C)C=O. The product is [C:17]1([C:11]2[CH:16]=[CH:15][CH:14]=[CH:13][CH:12]=2)[CH:18]=[CH:19][C:20]([O:23][CH2:2][C:3]2[CH:8]=[CH:7][C:6]([C:9]#[N:10])=[CH:5][CH:4]=2)=[CH:21][CH:22]=1. The yield is 0.970. (4) The reactants are C([O:8][CH2:9][CH2:10][N:11]1[CH2:17][CH2:16][CH2:15][C@H:14]([N:18]([CH2:25][C:26]2[CH:31]=[C:30]([C:32]([F:35])([F:34])[F:33])[CH:29]=[C:28]([C:36]([F:39])([F:38])[F:37])[CH:27]=2)[C:19]2[N:20]=[N:21][N:22]([CH3:24])[N:23]=2)[C:13]2[CH:40]=[C:41]([CH3:48])[C:42]([C:44]([F:47])([F:46])[F:45])=[CH:43][C:12]1=2)C1C=CC=CC=1. The yield is 0.970. The catalyst is [Pd].C(O)C. The product is [F:34][C:32]([F:33])([F:35])[C:30]1[CH:31]=[C:26]([CH:27]=[C:28]([C:36]([F:39])([F:38])[F:37])[CH:29]=1)[CH2:25][N:18]([C:19]1[N:20]=[N:21][N:22]([CH3:24])[N:23]=1)[C@H:14]1[CH2:15][CH2:16][CH2:17][N:11]([CH2:10][CH2:9][OH:8])[C:12]2[CH:43]=[C:42]([C:44]([F:45])([F:46])[F:47])[C:41]([CH3:48])=[CH:40][C:13]1=2.